This data is from NCI-60 drug combinations with 297,098 pairs across 59 cell lines. The task is: Regression. Given two drug SMILES strings and cell line genomic features, predict the synergy score measuring deviation from expected non-interaction effect. (1) Drug 1: C1CN1P(=S)(N2CC2)N3CC3. Drug 2: C1CNP(=O)(OC1)N(CCCl)CCCl. Cell line: HS 578T. Synergy scores: CSS=9.54, Synergy_ZIP=-1.66, Synergy_Bliss=-5.77, Synergy_Loewe=-11.2, Synergy_HSA=-4.43. (2) Drug 1: C1CCN(CC1)CCOC2=CC=C(C=C2)C(=O)C3=C(SC4=C3C=CC(=C4)O)C5=CC=C(C=C5)O. Drug 2: CNC(=O)C1=CC=CC=C1SC2=CC3=C(C=C2)C(=NN3)C=CC4=CC=CC=N4. Cell line: TK-10. Synergy scores: CSS=-1.30, Synergy_ZIP=5.83, Synergy_Bliss=-1.73, Synergy_Loewe=-4.72, Synergy_HSA=-3.48. (3) Drug 1: C1=CC(=CC=C1CCC2=CNC3=C2C(=O)NC(=N3)N)C(=O)NC(CCC(=O)O)C(=O)O. Drug 2: CC(C)CN1C=NC2=C1C3=CC=CC=C3N=C2N. Cell line: SK-MEL-28. Synergy scores: CSS=6.05, Synergy_ZIP=2.83, Synergy_Bliss=-0.122, Synergy_Loewe=-4.07, Synergy_HSA=-1.09. (4) Drug 1: CN(CC1=CN=C2C(=N1)C(=NC(=N2)N)N)C3=CC=C(C=C3)C(=O)NC(CCC(=O)O)C(=O)O. Drug 2: CCC1=C2N=C(C=C(N2N=C1)NCC3=C[N+](=CC=C3)[O-])N4CCCCC4CCO. Cell line: T-47D. Synergy scores: CSS=45.0, Synergy_ZIP=-2.47, Synergy_Bliss=-4.88, Synergy_Loewe=-6.21, Synergy_HSA=-0.856. (5) Drug 1: C1CCC(CC1)NC(=O)N(CCCl)N=O. Drug 2: CN1C(=O)N2C=NC(=C2N=N1)C(=O)N. Cell line: SW-620. Synergy scores: CSS=22.8, Synergy_ZIP=-6.59, Synergy_Bliss=0.730, Synergy_Loewe=-5.67, Synergy_HSA=0.0913. (6) Drug 1: CN(C)C1=NC(=NC(=N1)N(C)C)N(C)C. Drug 2: C#CCC(CC1=CN=C2C(=N1)C(=NC(=N2)N)N)C3=CC=C(C=C3)C(=O)NC(CCC(=O)O)C(=O)O. Cell line: CAKI-1. Synergy scores: CSS=-1.24, Synergy_ZIP=-0.694, Synergy_Bliss=-3.00, Synergy_Loewe=-3.75, Synergy_HSA=-2.58.